From a dataset of Catalyst prediction with 721,799 reactions and 888 catalyst types from USPTO. Predict which catalyst facilitates the given reaction. (1) Reactant: [CH:1]1([N:6]2[C:15]3[N:14]=[C:13]([N:16]4[CH:20]=[C:19]([C:21]([OH:23])=O)[CH:18]=[N:17]4)[N:12]=[CH:11][C:10]=3[N:9]3[CH:24]=[N:25][N:26]=[C:8]3[C@H:7]2[CH2:27][CH3:28])[CH2:5][CH2:4][CH2:3][CH2:2]1.C[CH2:30][N:31]=[C:32]=NCCCN(C)C.Cl.CNC.C1C=NC2N(O)N=NC=2C=1.C(N(CC)CC)C. Product: [CH:1]1([N:6]2[C:15]3[N:14]=[C:13]([N:16]4[CH:20]=[C:19]([C:21]([N:31]([CH3:32])[CH3:30])=[O:23])[CH:18]=[N:17]4)[N:12]=[CH:11][C:10]=3[N:9]3[CH:24]=[N:25][N:26]=[C:8]3[C@H:7]2[CH2:27][CH3:28])[CH2:5][CH2:4][CH2:3][CH2:2]1. The catalyst class is: 2. (2) Reactant: [Br:1][C:2]1[CH:7]=[CH:6][C:5]([C:8]2[N:9]=[C:10](Cl)[C:11]3[CH2:16][CH2:15][CH2:14][C:12]=3[N:13]=2)=[CH:4][CH:3]=1.[CH3:18][O:19][C:20](=[O:29])[CH2:21][C:22]1[CH:27]=[CH:26][C:25](N)=[CH:24][CH:23]=1.C(=O)([O-])[O-:31].[K+].[K+]. Product: [Br:1][C:2]1[CH:7]=[CH:6][C:5]([C:8]2[N:9]=[C:10]([O:31][C:25]3[CH:26]=[CH:27][C:22]([CH2:21][C:20]([O:19][CH3:18])=[O:29])=[CH:23][CH:24]=3)[C:11]3[CH2:16][CH2:15][CH2:14][C:12]=3[N:13]=2)=[CH:4][CH:3]=1. The catalyst class is: 18. (3) The catalyst class is: 6. Product: [F:1][C:2]1[CH:7]=[C:6]([C:8]([OH:10])=[O:9])[CH:5]=[CH:4][C:3]=1[C:12]1[CH:13]=[CH:14][C:15]([O:18][CH2:19][CH:20]2[CH2:21][CH2:22][N:23]([CH2:26][C:27]3([C:31]([F:34])([F:32])[F:33])[CH2:30][CH2:29][CH2:28]3)[CH2:24][CH2:25]2)=[CH:16][CH:17]=1. Reactant: [F:1][C:2]1[CH:7]=[C:6]([C:8]([O:10]C)=[O:9])[CH:5]=[CH:4][C:3]=1[C:12]1[CH:17]=[CH:16][C:15]([O:18][CH2:19][CH:20]2[CH2:25][CH2:24][N:23]([CH2:26][C:27]3([C:31]([F:34])([F:33])[F:32])[CH2:30][CH2:29][CH2:28]3)[CH2:22][CH2:21]2)=[CH:14][CH:13]=1.O[Li].O.